Dataset: Full USPTO retrosynthesis dataset with 1.9M reactions from patents (1976-2016). Task: Predict the reactants needed to synthesize the given product. (1) Given the product [Cl:1][C:2]1[C:10]([CH2:40][C:41]2([OH:48])[CH2:47][CH2:46][CH2:45][CH2:44][CH2:43][CH2:42]2)=[CH:9][C:8]([C:11]2[CH:15]=[C:14]([CH3:16])[NH:13][N:12]=2)=[CH:7][C:3]=1[C:4]([NH2:18])=[O:6], predict the reactants needed to synthesize it. The reactants are: [Cl:1][C:2]1[CH:10]=[CH:9][C:8]([C:11]2[CH:15]=[C:14]([CH3:16])[NH:13][N:12]=2)=[CH:7][C:3]=1[C:4]([OH:6])=O.O[N:18]1C2C=CC=CC=2N=N1.CN(C)CCCN=C=NCC.Cl.N[CH2:40][C:41]1([OH:48])[CH2:47][CH2:46][CH2:45][CH2:44][CH2:43][CH2:42]1. (2) Given the product [CH:26]([C:2]1[CH:16]=[CH:15][C:5]2[N:6]=[C:7]([NH:9][C:10]([NH:12][CH2:13][CH3:14])=[O:11])[S:8][C:4]=2[C:3]=1[CH:45]=[CH2:46])=[CH2:27], predict the reactants needed to synthesize it. The reactants are: Br[C:2]1[CH:16]=[CH:15][C:5]2[N:6]=[C:7]([NH:9][C:10]([NH:12][CH2:13][CH3:14])=[O:11])[S:8][C:4]=2[C:3]=1S(C(F)(F)F)(=O)=O.[Cl-].[Li+].[C:26]1(P(C2C=CC=CC=2)C2C=CC=CC=2)C=CC=C[CH:27]=1.[CH:45]([Sn](C=C)(C=C)C=C)=[CH2:46].[Sn]. (3) Given the product [Cl:1][C:2]1[CH:3]=[C:4]([CH:9]2[CH2:13][N:12]([C:14]([CH:16]3[CH2:21][CH2:20][N:19]([S:46]([CH2:44][CH3:45])(=[O:48])=[O:47])[CH2:18][CH2:17]3)=[O:15])[CH2:11][CH:10]2[N:22]([CH3:37])[C:23](=[O:36])[C:24]2[CH:29]=[CH:28][C:27]([O:30][CH3:31])=[C:26]([C:32]([F:33])([F:34])[F:35])[CH:25]=2)[CH:5]=[CH:6][C:7]=1[Cl:8], predict the reactants needed to synthesize it. The reactants are: [Cl:1][C:2]1[CH:3]=[C:4]([CH:9]2[CH2:13][N:12]([C:14]([CH:16]3[CH2:21][CH2:20][NH:19][CH2:18][CH2:17]3)=[O:15])[CH2:11][CH:10]2[N:22]([CH3:37])[C:23](=[O:36])[C:24]2[CH:29]=[CH:28][C:27]([O:30][CH3:31])=[C:26]([C:32]([F:35])([F:34])[F:33])[CH:25]=2)[CH:5]=[CH:6][C:7]=1[Cl:8].C(=O)([O-])[O-].[K+].[K+].[CH2:44]([S:46](Cl)(=[O:48])=[O:47])[CH3:45]. (4) Given the product [Cl:8][C:5]1[CH:6]=[CH:7][C:2]([N:1]2[CH:22]=[N:31][N:30]=[N:29]2)=[C:3]([C:9]2[CH:17]=[C:16]3[N:12]([C@H:13]([C:18]([OH:20])=[O:19])[CH2:14][CH2:15]3)[C:11](=[O:21])[CH:10]=2)[CH:4]=1, predict the reactants needed to synthesize it. The reactants are: [NH2:1][C:2]1[CH:7]=[CH:6][C:5]([Cl:8])=[CH:4][C:3]=1[C:9]1[CH:17]=[C:16]2[N:12]([C@H:13]([C:18]([OH:20])=[O:19])[CH2:14][CH2:15]2)[C:11](=[O:21])[CH:10]=1.[CH:22](OC)(OC)OC.[N-:29]=[N+:30]=[N-:31].[Na+].N([O-])=O.[Na+]. (5) Given the product [Cl:36][C:37]1[CH:45]=[CH:44][C:40]([C:41]([O:1][CH2:2][CH2:3][O:4][C:5]2[CH:10]=[CH:9][C:8]([CH:11]3[CH2:16][CH2:15][N:14]([C:17]([O:19][C:20]([CH3:23])([CH3:21])[CH3:22])=[O:18])[CH2:13][CH:12]3[O:24][CH2:25][C:26]3[CH:35]=[CH:34][C:33]4[C:28](=[CH:29][CH:30]=[CH:31][CH:32]=4)[CH:27]=3)=[CH:7][CH:6]=2)=[O:42])=[CH:39][CH:38]=1, predict the reactants needed to synthesize it. The reactants are: [OH:1][CH2:2][CH2:3][O:4][C:5]1[CH:10]=[CH:9][C:8]([CH:11]2[CH2:16][CH2:15][N:14]([C:17]([O:19][C:20]([CH3:23])([CH3:22])[CH3:21])=[O:18])[CH2:13][CH:12]2[O:24][CH2:25][C:26]2[CH:35]=[CH:34][C:33]3[C:28](=[CH:29][CH:30]=[CH:31][CH:32]=3)[CH:27]=2)=[CH:7][CH:6]=1.[Cl:36][C:37]1[CH:45]=[CH:44][C:40]([C:41](Cl)=[O:42])=[CH:39][CH:38]=1. (6) The reactants are: [CH3:1][O:2][C:3](=[O:20])[C:4]1[CH:9]=[C:8](B2OC(C)(C)C(C)(C)O2)[CH:7]=[C:6]([Cl:19])[CH:5]=1.[F-].[Cs+].Br[C:24]1[CH:29]=[CH:28][CH:27]=[CH:26][N:25]=1. Given the product [CH3:1][O:2][C:3](=[O:20])[C:4]1[CH:9]=[C:8]([C:24]2[CH:29]=[CH:28][CH:27]=[CH:26][N:25]=2)[CH:7]=[C:6]([Cl:19])[CH:5]=1, predict the reactants needed to synthesize it. (7) The reactants are: [F:1][C:2]([F:33])([F:32])[C:3]([N:5]1[CH2:14][CH2:13][C:12]2[C:7](=[CH:8][CH:9]=[C:10]([O:15]C)[CH:11]=2)[CH:6]1[CH:17]1[CH2:22][CH2:21][N:20]([S:23]([C:26]2[N:27]=[CH:28][N:29]([CH3:31])[CH:30]=2)(=[O:25])=[O:24])[CH2:19][CH2:18]1)=[O:4].B(Br)(Br)Br.CO.C([O-])(O)=O.[Na+]. Given the product [F:32][C:2]([F:1])([F:33])[C:3]([N:5]1[CH2:14][CH2:13][C:12]2[C:7](=[CH:8][CH:9]=[C:10]([OH:15])[CH:11]=2)[CH:6]1[CH:17]1[CH2:18][CH2:19][N:20]([S:23]([C:26]2[N:27]=[CH:28][N:29]([CH3:31])[CH:30]=2)(=[O:25])=[O:24])[CH2:21][CH2:22]1)=[O:4], predict the reactants needed to synthesize it. (8) The reactants are: [Cl:1][C:2]1[CH:3]=[C:4]([NH:10][C:11]([CH2:13][CH:14]([CH3:19])[CH2:15][C:16]([OH:18])=O)=[O:12])[CH:5]=[CH:6][C:7]=1[C:8]#[N:9].CCN(C(C)C)C(C)C.C(P1(=O)OP(CCC)(=O)OP(CCC)(=O)O1)CC.[NH2:47][C:48]1[CH:49]=[C:50]2[C:55](=[CH:56][CH:57]=1)[N:54]([CH2:58][C:59]#[CH:60])[C:53](=[O:61])[N:52]([CH2:62][CH3:63])[C:51]2=[O:64]. Given the product [Cl:1][C:2]1[CH:3]=[C:4]([NH:10][C:11](=[O:12])[CH2:13][CH:14]([CH3:19])[CH2:15][C:16]([NH:47][C:48]2[CH:49]=[C:50]3[C:55](=[CH:56][CH:57]=2)[N:54]([CH2:58][C:59]#[CH:60])[C:53](=[O:61])[N:52]([CH2:62][CH3:63])[C:51]3=[O:64])=[O:18])[CH:5]=[CH:6][C:7]=1[C:8]#[N:9], predict the reactants needed to synthesize it. (9) Given the product [F:1][C:2]1[CH:3]=[C:4]2[C:9](=[CH:10][CH:11]=1)[N:8]=[CH:7][CH:6]=[C:5]2[N:12]1[CH2:13][CH2:14][N:15]([CH:18]([CH3:24])[C:19]([OH:21])=[O:20])[CH2:16][CH2:17]1, predict the reactants needed to synthesize it. The reactants are: [F:1][C:2]1[CH:3]=[C:4]2[C:9](=[CH:10][CH:11]=1)[N:8]=[CH:7][CH:6]=[C:5]2[N:12]1[CH2:17][CH2:16][N:15]([CH:18]([CH3:24])[C:19]([O:21]CC)=[O:20])[CH2:14][CH2:13]1.[OH-].[Na+].Cl.O1CCOCC1. (10) Given the product [Cl:3][C:4]1[CH:5]=[C:6]([CH:10]([O:24][CH2:26][C:27]([O:29][CH2:30][CH3:31])=[O:28])[C@@H:11]2[CH2:16][CH2:15][CH2:14][N:13]([C:17]([O:19][C:20]([CH3:21])([CH3:23])[CH3:22])=[O:18])[CH2:12]2)[CH:7]=[CH:8][CH:9]=1, predict the reactants needed to synthesize it. The reactants are: [H-].[Na+].[Cl:3][C:4]1[CH:5]=[C:6]([CH:10]([OH:24])[C@@H:11]2[CH2:16][CH2:15][CH2:14][N:13]([C:17]([O:19][C:20]([CH3:23])([CH3:22])[CH3:21])=[O:18])[CH2:12]2)[CH:7]=[CH:8][CH:9]=1.Br[CH2:26][C:27]([O:29][CH2:30][CH3:31])=[O:28].[NH4+].[Cl-].